The task is: Predict the reaction yield, written as a fraction of the theoretical maximum amount of product (1.0 means a 100% yield; for example, 0.34 means a 34% yield).. This data is from Reaction yield outcomes from USPTO patents with 853,638 reactions. (1) The reactants are Cl[CH2:2][C:3]([C:5]1[CH:6]=[N:7][C:8]([N:11]2[C:15]([CH3:16])=[CH:14][CH:13]=[C:12]2[CH3:17])=[CH:9][CH:10]=1)=[O:4].[BH4-].[Na+].[OH-].[Na+]. The catalyst is C1COCC1. The product is [CH3:17][C:12]1[N:11]([C:8]2[CH:9]=[CH:10][C:5]([CH:3]3[CH2:2][O:4]3)=[CH:6][N:7]=2)[C:15]([CH3:16])=[CH:14][CH:13]=1. The yield is 0.780. (2) The reactants are Cl[C:2]1[N:7]=[C:6]([S:8][C:9]2[CH:14]=[CH:13][C:12]([NH:15][C:16]([CH:18]3[CH2:20][CH2:19]3)=[O:17])=[CH:11][CH:10]=2)[CH:5]=[N:4][CH:3]=1.[NH2:21][C:22]1[S:23][C:24]([CH3:27])=[CH:25][N:26]=1.C1(P(C2C=CC=CC=2)C2C3OC4C(=CC=CC=4P(C4C=CC=CC=4)C4C=CC=CC=4)C(C)(C)C=3C=CC=2)C=CC=CC=1.C(=O)([O-])[O-].[Na+].[Na+]. The catalyst is O1CCOCC1.C1C=CC(/C=C/C(/C=C/C2C=CC=CC=2)=O)=CC=1.C1C=CC(/C=C/C(/C=C/C2C=CC=CC=2)=O)=CC=1.C1C=CC(/C=C/C(/C=C/C2C=CC=CC=2)=O)=CC=1.[Pd].[Pd].C(OCC)(=O)C.O. The product is [CH3:27][C:24]1[S:23][C:22]([NH:21][C:2]2[N:7]=[C:6]([S:8][C:9]3[CH:14]=[CH:13][C:12]([NH:15][C:16]([CH:18]4[CH2:20][CH2:19]4)=[O:17])=[CH:11][CH:10]=3)[CH:5]=[N:4][CH:3]=2)=[N:26][CH:25]=1. The yield is 0.140. (3) The reactants are Br[C:2]1[S:3][CH:4]=[C:5]([Br:7])[N:6]=1.Cl.[CH3:9][O:10][C:11](=[O:17])[CH2:12][CH:13]1[CH2:16][NH:15][CH2:14]1.C(N(CC)C(C)C)(C)C. The catalyst is C(#N)C. The product is [Br:7][C:5]1[N:6]=[C:2]([N:15]2[CH2:16][CH:13]([CH2:12][C:11]([O:10][CH3:9])=[O:17])[CH2:14]2)[S:3][CH:4]=1. The yield is 0.830.